This data is from Buchwald-Hartwig C-N cross coupling reaction yields with 55,370 reactions. The task is: Predict the reaction yield, written as a fraction of the theoretical maximum amount of product (1.0 means a 100% yield; for example, 0.34 means a 34% yield). (1) The reactants are Ic1ccccn1.Cc1ccc(N)cc1.O=S(=O)(O[Pd]1c2ccccc2-c2ccccc2N~1)C(F)(F)F.COc1ccc(OC)c(P([C@]23C[C@H]4C[C@H](C[C@H](C4)C2)C3)[C@]23C[C@H]4C[C@H](C[C@H](C4)C2)C3)c1-c1c(C(C)C)cc(C(C)C)cc1C(C)C.CN1CCCN2CCCN=C12.c1ccc(-c2ccon2)cc1. No catalyst specified. The product is Cc1ccc(Nc2ccccn2)cc1. The yield is 0.941. (2) The reactants are CCc1ccc(I)cc1.Cc1ccc(N)cc1.O=S(=O)(O[Pd]1c2ccccc2-c2ccccc2N~1)C(F)(F)F.CC(C)c1cc(C(C)C)c(-c2ccccc2P(C(C)(C)C)C(C)(C)C)c(C(C)C)c1.CN1CCCN2CCCN=C12.CCOC(=O)c1ccon1. No catalyst specified. The product is CCc1ccc(Nc2ccc(C)cc2)cc1. The yield is 0.744. (3) The reactants are CCc1ccc(Cl)cc1.Cc1ccc(N)cc1.O=S(=O)(O[Pd]1c2ccccc2-c2ccccc2N~1)C(F)(F)F.CC(C)c1cc(C(C)C)c(-c2ccccc2P(C2CCCCC2)C2CCCCC2)c(C(C)C)c1.CN1CCCN2CCCN=C12.c1ccc(-c2ccon2)cc1. No catalyst specified. The product is CCc1ccc(Nc2ccc(C)cc2)cc1. The yield is 0.0467. (4) The reactants are COc1ccc(Cl)cc1.Cc1ccc(N)cc1.O=S(=O)(O[Pd]1c2ccccc2-c2ccccc2N~1)C(F)(F)F.CC(C)c1cc(C(C)C)c(-c2ccccc2P(C2CCCCC2)C2CCCCC2)c(C(C)C)c1.CN1CCCN2CCCN=C12.Cc1ccon1. No catalyst specified. The product is COc1ccc(Nc2ccc(C)cc2)cc1. The yield is 0.00390. (5) The reactants are Ic1ccccn1.Cc1ccc(N)cc1.O=S(=O)(O[Pd]1c2ccccc2-c2ccccc2N~1)C(F)(F)F.COc1ccc(OC)c(P([C@]23C[C@H]4C[C@H](C[C@H](C4)C2)C3)[C@]23C[C@H]4C[C@H](C[C@H](C4)C2)C3)c1-c1c(C(C)C)cc(C(C)C)cc1C(C)C.CN(C)C(=NC(C)(C)C)N(C)C.COC(=O)c1cc(-c2cccs2)on1. No catalyst specified. The product is Cc1ccc(Nc2ccccn2)cc1. The yield is 0.549.